From a dataset of Full USPTO retrosynthesis dataset with 1.9M reactions from patents (1976-2016). Predict the reactants needed to synthesize the given product. (1) Given the product [Cl:1][C:2]1[CH:7]=[CH:6][C:5]([C:8]2[CH:13]=[CH:12][CH:11]=[CH:10][C:9]=2[O:14][C@H:30]([CH3:35])[C:31]([O:33][CH3:34])=[O:32])=[CH:4][C:3]=1[C:15]([NH:17][CH2:18][C:19]12[CH2:28][CH:23]3[CH2:24][CH:25]([CH2:27][CH:21]([CH2:22]3)[CH2:20]1)[CH2:26]2)=[O:16], predict the reactants needed to synthesize it. The reactants are: [Cl:1][C:2]1[CH:7]=[CH:6][C:5]([C:8]2[CH:13]=[CH:12][CH:11]=[CH:10][C:9]=2[OH:14])=[CH:4][C:3]=1[C:15]([NH:17][CH2:18][C:19]12[CH2:28][CH:23]3[CH2:24][CH:25]([CH2:27][CH:21]([CH2:22]3)[CH2:20]1)[CH2:26]2)=[O:16].Cl[C@@H:30]([CH3:35])[C:31]([O:33][CH3:34])=[O:32].C(=O)([O-])[O-].[K+].[K+]. (2) Given the product [C:7]([OH:9])([C:6]([F:11])([F:10])[F:5])=[O:8].[OH2:4].[CH3:1][NH:2][C:3]([NH:12][CH:13]1[CH2:18][CH2:17][CH:16]([CH:19]([NH:23][C:24]([C:26]2[C:35]([NH:36][C:37]([NH:39][C:40]3[C:41]([CH3:48])=[CH:42][C:43]([CH3:47])=[CH:44][C:45]=3[CH3:46])=[O:38])=[CH:34][C:33]3[C:28](=[CH:29][CH:30]=[CH:31][CH:32]=3)[CH:27]=2)=[O:25])[C:20]([OH:22])=[O:21])[CH2:15][CH2:14]1)=[O:4], predict the reactants needed to synthesize it. The reactants are: [CH3:1][N:2]=[C:3]=[O:4].[F:5][C:6]([F:11])([F:10])[C:7]([OH:9])=[O:8].[NH2:12][CH:13]1[CH2:18][CH2:17][CH:16]([CH:19]([NH:23][C:24]([C:26]2[C:35]([NH:36][C:37]([NH:39][C:40]3[C:45]([CH3:46])=[CH:44][C:43]([CH3:47])=[CH:42][C:41]=3[CH3:48])=[O:38])=[CH:34][C:33]3[C:28](=[CH:29][CH:30]=[CH:31][CH:32]=3)[CH:27]=2)=[O:25])[C:20]([OH:22])=[O:21])[CH2:15][CH2:14]1. (3) Given the product [Cl:15][C:11]1[CH:10]=[CH:9][C:8]([NH:7][C:2]2[S:3][CH:4]=[CH:5][N:6]=2)=[CH:13][C:12]=1[OH:14], predict the reactants needed to synthesize it. The reactants are: Br[C:2]1[S:3][CH:4]=[CH:5][N:6]=1.[NH2:7][C:8]1[CH:9]=[CH:10][C:11]([Cl:15])=[C:12]([OH:14])[CH:13]=1.Cl. (4) Given the product [Cl:1][C:2]1[C:11]2[C:6](=[CH:7][C:8]([O:14][CH2:44][CH2:43][N:40]3[CH2:41][CH2:42][N:37]([CH2:36][CH2:35][F:34])[CH2:38][CH2:39]3)=[C:9]([O:12][CH3:13])[CH:10]=2)[N:5]=[CH:4][N:3]=1, predict the reactants needed to synthesize it. The reactants are: [Cl:1][C:2]1[C:11]2[C:6](=[CH:7][C:8]([OH:14])=[C:9]([O:12][CH3:13])[CH:10]=2)[N:5]=[CH:4][N:3]=1.C1(P(C2C=CC=CC=2)C2C=CC=CC=2)C=CC=CC=1.[F:34][CH2:35][CH2:36][N:37]1[CH2:42][CH2:41][N:40]([CH2:43][CH2:44]O)[CH2:39][CH2:38]1. (5) Given the product [Cl:7][C:8]1[CH:9]=[C:10]([C@@H:14]2[C@@H:19]([C:20]3[CH:25]=[CH:24][C:23]([Cl:26])=[CH:22][CH:21]=3)[N:18]([C@@H:27]([CH:34]3[CH2:36][CH2:35]3)[CH2:28][S:29]([CH2:32][CH3:33])(=[O:30])=[O:31])[C:17](=[O:37])[C@:16]([CH2:38][C:1](=[O:5])[CH2:2][OH:3])([CH3:39])[CH2:15]2)[CH:11]=[CH:12][CH:13]=1, predict the reactants needed to synthesize it. The reactants are: [C:1](Cl)(=[O:5])[C:2](Cl)=[O:3].[Cl:7][C:8]1[CH:9]=[C:10]([C@@H:14]2[C@@H:19]([C:20]3[CH:25]=[CH:24][C:23]([Cl:26])=[CH:22][CH:21]=3)[N:18]([C@@H:27]([CH:34]3[CH2:36][CH2:35]3)[CH2:28][S:29]([CH2:32][CH3:33])(=[O:31])=[O:30])[C:17](=[O:37])[C@:16]([CH2:39]C(O)=O)([CH3:38])[CH2:15]2)[CH:11]=[CH:12][CH:13]=1.C[Si](C)(C)OC=C(O[Si](C)(C)C)O[Si](C)(C)C.Cl. (6) Given the product [CH:1]([N:4]1[CH2:5][CH2:6][CH:7]([O:10][C:11]2[CH:12]=[C:13]3[C:17](=[CH:18][CH:19]=2)[N:16]([C:33]2[CH:34]=[CH:35][C:30]([O:29][CH3:28])=[CH:31][CH:32]=2)[C:15]([C:20]([N:22]2[CH2:27][CH2:26][O:25][CH2:24][CH2:23]2)=[O:21])=[CH:14]3)[CH2:8][CH2:9]1)([CH3:3])[CH3:2], predict the reactants needed to synthesize it. The reactants are: [CH:1]([N:4]1[CH2:9][CH2:8][CH:7]([O:10][C:11]2[CH:12]=[C:13]3[C:17](=[CH:18][CH:19]=2)[NH:16][C:15]([C:20]([N:22]2[CH2:27][CH2:26][O:25][CH2:24][CH2:23]2)=[O:21])=[CH:14]3)[CH2:6][CH2:5]1)([CH3:3])[CH3:2].[CH3:28][O:29][C:30]1[CH:35]=[CH:34][C:33](B(O)O)=[CH:32][CH:31]=1. (7) Given the product [I:1][C:2]1[C:10]2[C:5](=[CH:6][CH:7]=[CH:8][C:9]=2[N+:11]([O-:13])=[O:12])[N:4]([CH2:21][C:22]2[S:26][C:25]([CH3:27])=[N:24][CH:23]=2)[N:3]=1, predict the reactants needed to synthesize it. The reactants are: [I:1][C:2]1[C:10]2[C:5](=[CH:6][CH:7]=[CH:8][C:9]=2[N+:11]([O-:13])=[O:12])[NH:4][N:3]=1.C(=O)([O-])[O-].[K+].[K+].Br[CH2:21][C:22]1[S:26][C:25]([CH3:27])=[N:24][CH:23]=1. (8) Given the product [CH3:4][S:5][C:6]1[CH:7]=[CH:8][C:9]([CH2:12][CH2:13][C:14](=[O:16])[C:19]([O:21][CH2:22][CH3:23])=[O:20])=[CH:10][CH:11]=1, predict the reactants needed to synthesize it. The reactants are: C[O-].[Na+].[CH3:4][S:5][C:6]1[CH:11]=[CH:10][C:9]([CH2:12][CH2:13][C:14]([O:16]C)=O)=[CH:8][CH:7]=1.[C:19]([O:21][CH2:22][CH3:23])(=[O:20])[C:19]([O:21][CH2:22][CH3:23])=[O:20].OS(O)(=O)=O. (9) Given the product [C:1]([O:5][C:6]([N:8]1[CH2:13][CH2:12][C:11]2[N:24]=[C:22]([O:21][CH3:20])[N:23]=[CH:15][C:10]=2[CH2:9]1)=[O:7])([CH3:4])([CH3:2])[CH3:3], predict the reactants needed to synthesize it. The reactants are: [C:1]([O:5][C:6]([N:8]1[CH2:13][CH2:12][C:11](=O)[C:10](=[CH:15]N(C)C)[CH2:9]1)=[O:7])([CH3:4])([CH3:3])[CH3:2].Cl.[CH3:20][O:21][C:22](=[NH:24])[NH2:23].C(N(CC)CC)C. (10) Given the product [CH:14]1([N:8]2[C:4]3[N:5]=[CH:6][N:7]=[C:2]([NH2:1])[C:3]=3[C:10]([C:11]3[NH:29][C:21]4[CH:22]=[C:23]([N+:26]([O-:28])=[O:27])[CH:24]=[CH:25][C:20]=4[N:19]=3)=[CH:9]2)[CH2:18][CH2:17][CH2:16][CH2:15]1, predict the reactants needed to synthesize it. The reactants are: [NH2:1][C:2]1[C:3]2[C:10]([C:11](O)=O)=[CH:9][N:8]([CH:14]3[CH2:18][CH2:17][CH2:16][CH2:15]3)[C:4]=2[N:5]=[CH:6][N:7]=1.[NH2:19][C:20]1[CH:25]=[CH:24][C:23]([N+:26]([O-:28])=[O:27])=[CH:22][C:21]=1[NH2:29].CN(C(ON1N=NC2C=CC=NC1=2)=[N+](C)C)C.F[P-](F)(F)(F)(F)F.